Dataset: Peptide-MHC class I binding affinity with 185,985 pairs from IEDB/IMGT. Task: Regression. Given a peptide amino acid sequence and an MHC pseudo amino acid sequence, predict their binding affinity value. This is MHC class I binding data. (1) The peptide sequence is MCLRRFIIF. The MHC is Patr-A0401 with pseudo-sequence Patr-A0401. The binding affinity (normalized) is 0.225. (2) The peptide sequence is WMRWGGWPF. The MHC is HLA-B46:01 with pseudo-sequence HLA-B46:01. The binding affinity (normalized) is 0.442. (3) The peptide sequence is KLIQIEKVL. The MHC is HLA-A02:01 with pseudo-sequence HLA-A02:01. The binding affinity (normalized) is 0.253. (4) The peptide sequence is RPRLHSISF. The MHC is HLA-B83:01 with pseudo-sequence HLA-B83:01. The binding affinity (normalized) is 0.648. (5) The peptide sequence is ITANPIVTD. The MHC is HLA-A32:01 with pseudo-sequence HLA-A32:01. The binding affinity (normalized) is 0.280. (6) The peptide sequence is MPIAAAIGT. The MHC is HLA-A02:01 with pseudo-sequence HLA-A02:01. The binding affinity (normalized) is 0.0847.